Dataset: Forward reaction prediction with 1.9M reactions from USPTO patents (1976-2016). Task: Predict the product of the given reaction. (1) Given the reactants [CH3:1][CH:2]([CH3:7])[CH2:3][C:4](O)=[O:5].S(Cl)(Cl)=O.[Cl:12][C:13]1[C:18]([N:19]2[CH2:24][CH2:23][CH:22]([C:25]3[CH:30]=[CH:29][CH:28]=[CH:27][CH:26]=3)[CH2:21][CH2:20]2)=[CH:17][N:16]=[N:15][C:14]=1[NH:31][NH2:32].C(=O)(O)[O-].[Na+], predict the reaction product. The product is: [Cl:12][C:13]1[C:18]([N:19]2[CH2:20][CH2:21][CH:22]([C:25]3[CH:26]=[CH:27][CH:28]=[CH:29][CH:30]=3)[CH2:23][CH2:24]2)=[CH:17][N:16]=[N:15][C:14]=1[NH:31][NH:32][C:4](=[O:5])[CH2:3][CH:2]([CH3:7])[CH3:1]. (2) Given the reactants [OH:1][C:2]1[CH2:7][CH:6]([CH3:8])[O:5][C:4](=[O:9])[CH:3]=1.[C:10](O)(=[O:12])[CH3:11].C1(N=C=NC2CCCCC2)CCCCC1.CC1CC(OC(=O)C)=CC(=O)O1, predict the reaction product. The product is: [C:10]([C:3]1[C:4](=[O:9])[O:5][CH:6]([CH3:8])[CH2:7][C:2]=1[OH:1])(=[O:12])[CH3:11]. (3) Given the reactants [Cl:1][C:2]1[N:7]=[C:6](Cl)[CH:5]=[C:4]([CH2:9][CH2:10][CH3:11])[N:3]=1.[C:12]([O:16][C:17]([NH:19][C@H:20]1[CH2:25][CH2:24][CH2:23][NH:22][CH2:21]1)=[O:18])([CH3:15])([CH3:14])[CH3:13], predict the reaction product. The product is: [Cl:1][C:2]1[N:7]=[C:6]([N:22]2[CH2:23][CH2:24][CH2:25][C@H:20]([NH:19][C:17](=[O:18])[O:16][C:12]([CH3:14])([CH3:13])[CH3:15])[CH2:21]2)[CH:5]=[C:4]([CH2:9][CH2:10][CH3:11])[N:3]=1. (4) Given the reactants [Br:1][C:2]1[CH:3]=[C:4]([CH:8]=[CH:9][C:10]=1[O:11][CH3:12])[C:5]([OH:7])=O.Cl.[CH3:14][O:15][C:16]([C:18]1([NH2:27])[CH2:26][C:25]2[C:20](=[CH:21][CH:22]=[CH:23][CH:24]=2)[CH2:19]1)=[O:17], predict the reaction product. The product is: [CH3:14][O:15][C:16]([C:18]1([NH:27][C:5](=[O:7])[C:4]2[CH:8]=[CH:9][C:10]([O:11][CH3:12])=[C:2]([Br:1])[CH:3]=2)[CH2:26][C:25]2[C:20](=[CH:21][CH:22]=[CH:23][CH:24]=2)[CH2:19]1)=[O:17]. (5) The product is: [C:21]([C:19]1[CH:20]=[C:15]([C:13]([NH:12][CH2:11][C:4]2[C:5](=[O:10])[NH:6][C:7]([CH3:9])=[CH:8][C:3]=2[CH3:2])=[O:14])[C:16]2[CH:28]=[N:27][N:26]([CH:29]([CH3:30])[CH3:31])[C:17]=2[N:18]=1)(=[O:23])[CH3:22]. Given the reactants Cl.[CH3:2][C:3]1[CH:8]=[C:7]([CH3:9])[NH:6][C:5](=[O:10])[C:4]=1[CH2:11][NH:12][C:13]([C:15]1[C:16]2[CH:28]=[N:27][N:26]([CH:29]([CH3:31])[CH3:30])[C:17]=2[N:18]=[C:19]([C:21]([O:23]CC)=[CH2:22])[CH:20]=1)=[O:14].C([O-])(O)=O.[Na+], predict the reaction product. (6) Given the reactants [O:1]1[CH2:6][CH2:5][CH:4]([NH:7][C:8]([C:10]2[CH:11]=[C:12]([C@@H:16]3[CH2:18][C@H:17]3[NH:19]C(=O)OC(C)(C)C)[CH:13]=[CH:14][CH:15]=2)=[O:9])[CH2:3][CH2:2]1.[ClH:27].C(OCC)(=O)C, predict the reaction product. The product is: [ClH:27].[NH2:19][C@@H:17]1[CH2:18][C@H:16]1[C:12]1[CH:11]=[C:10]([CH:15]=[CH:14][CH:13]=1)[C:8]([NH:7][CH:4]1[CH2:3][CH2:2][O:1][CH2:6][CH2:5]1)=[O:9].